The task is: Predict the reactants needed to synthesize the given product.. This data is from Full USPTO retrosynthesis dataset with 1.9M reactions from patents (1976-2016). (1) Given the product [C:36]([O:35][C:33]([NH:32][CH2:31][CH2:30][NH:29][C:27]([NH:26][C:23]1[CH:24]=[CH:25][C:20]([NH:19][C:9]([O:11][N:12]2[C:13](=[O:14])[CH2:15][CH2:16][C:17]2=[O:18])=[O:10])=[CH:21][CH:22]=1)=[O:28])=[O:34])([CH3:39])([CH3:37])[CH3:38], predict the reactants needed to synthesize it. The reactants are: C1C(=O)N(O[C:9]([O:11][N:12]2[C:17](=[O:18])[CH2:16][CH2:15][C:13]2=[O:14])=[O:10])C(=O)C1.[NH2:19][C:20]1[CH:25]=[CH:24][C:23]([NH:26][C:27]([NH:29][CH2:30][CH2:31][NH:32][C:33]([O:35][C:36]([CH3:39])([CH3:38])[CH3:37])=[O:34])=[O:28])=[CH:22][CH:21]=1. (2) Given the product [ClH:33].[S:1]1[CH:5]=[CH:4][C:3]2[C:6]([N:10]3[CH2:15][CH2:14][N:13]([CH2:16][CH2:17][CH2:18][CH2:19][O:20][CH:44]4[CH2:43][C:42]5[C:47](=[CH:48][CH:39]=[CH:40][CH:41]=5)[C:46](=[O:49])[N:45]4[CH3:50])[CH2:12][CH2:11]3)=[CH:7][CH:8]=[CH:9][C:2]1=2, predict the reactants needed to synthesize it. The reactants are: [S:1]1[CH:5]=[CH:4][C:3]2[C:6]([N:10]3[CH2:15][CH2:14][N:13]([CH2:16][CH2:17][CH2:18][CH2:19][O:20]C4C=C5C(CCN(C)C5=O)=CC=4)[CH2:12][CH2:11]3)=[CH:7][CH:8]=[CH:9][C:2]1=2.[Cl:33]CCCCO[C:39]1[CH:48]=[C:47]2[C:42]([CH2:43][CH2:44][N:45]([CH3:50])[C:46]2=[O:49])=[CH:41][CH:40]=1.CO.Cl. (3) Given the product [Cl:1][CH2:2][C:3]1[O:5][N:6]=[C:7]([C:9]2[CH:14]=[C:13]([F:15])[CH:12]=[CH:11][C:10]=2[F:16])[N:8]=1, predict the reactants needed to synthesize it. The reactants are: [Cl:1][CH2:2][C:3]([O:5][N:6]=[C:7]([C:9]1[CH:14]=[C:13]([F:15])[CH:12]=[CH:11][C:10]=1[F:16])[NH2:8])=O.